From a dataset of NCI-60 drug combinations with 297,098 pairs across 59 cell lines. Regression. Given two drug SMILES strings and cell line genomic features, predict the synergy score measuring deviation from expected non-interaction effect. (1) Drug 1: C1C(C(OC1N2C=NC3=C(N=C(N=C32)Cl)N)CO)O. Drug 2: C1C(C(OC1N2C=NC(=NC2=O)N)CO)O. Cell line: UACC62. Synergy scores: CSS=57.3, Synergy_ZIP=2.83, Synergy_Bliss=2.96, Synergy_Loewe=-2.81, Synergy_HSA=3.70. (2) Drug 1: C1=NC2=C(N=C(N=C2N1C3C(C(C(O3)CO)O)F)Cl)N. Drug 2: C1CN1C2=NC(=NC(=N2)N3CC3)N4CC4. Cell line: MDA-MB-435. Synergy scores: CSS=15.0, Synergy_ZIP=-4.86, Synergy_Bliss=0.136, Synergy_Loewe=-3.62, Synergy_HSA=-1.28. (3) Drug 1: C(=O)(N)NO. Drug 2: CC(C)(C#N)C1=CC(=CC(=C1)CN2C=NC=N2)C(C)(C)C#N. Cell line: HT29. Synergy scores: CSS=0.259, Synergy_ZIP=5.07, Synergy_Bliss=3.15, Synergy_Loewe=0.822, Synergy_HSA=-1.57. (4) Drug 2: C1CN(CCN1C(=O)CCBr)C(=O)CCBr. Cell line: NCI-H322M. Drug 1: CCC1=CC2CC(C3=C(CN(C2)C1)C4=CC=CC=C4N3)(C5=C(C=C6C(=C5)C78CCN9C7C(C=CC9)(C(C(C8N6C)(C(=O)OC)O)OC(=O)C)CC)OC)C(=O)OC.C(C(C(=O)O)O)(C(=O)O)O. Synergy scores: CSS=5.81, Synergy_ZIP=-3.70, Synergy_Bliss=-0.442, Synergy_Loewe=-45.1, Synergy_HSA=-2.88. (5) Drug 2: C1C(C(OC1N2C=NC(=NC2=O)N)CO)O. Synergy scores: CSS=-10.4, Synergy_ZIP=1.73, Synergy_Bliss=-2.56, Synergy_Loewe=-13.9, Synergy_HSA=-10.1. Drug 1: COC1=C2C(=CC3=C1OC=C3)C=CC(=O)O2. Cell line: HOP-92. (6) Drug 1: CC1C(C(=O)NC(C(=O)N2CCCC2C(=O)N(CC(=O)N(C(C(=O)O1)C(C)C)C)C)C(C)C)NC(=O)C3=C4C(=C(C=C3)C)OC5=C(C(=O)C(=C(C5=N4)C(=O)NC6C(OC(=O)C(N(C(=O)CN(C(=O)C7CCCN7C(=O)C(NC6=O)C(C)C)C)C)C(C)C)C)N)C. Drug 2: CC1=C(C(CCC1)(C)C)C=CC(=CC=CC(=CC(=O)O)C)C. Cell line: K-562. Synergy scores: CSS=50.8, Synergy_ZIP=25.2, Synergy_Bliss=23.3, Synergy_Loewe=33.3, Synergy_HSA=25.5. (7) Drug 1: CNC(=O)C1=NC=CC(=C1)OC2=CC=C(C=C2)NC(=O)NC3=CC(=C(C=C3)Cl)C(F)(F)F. Drug 2: C1CCC(C(C1)N)N.C(=O)(C(=O)[O-])[O-].[Pt+4]. Cell line: K-562. Synergy scores: CSS=28.0, Synergy_ZIP=2.52, Synergy_Bliss=2.75, Synergy_Loewe=-37.1, Synergy_HSA=-2.53.